Dataset: Full USPTO retrosynthesis dataset with 1.9M reactions from patents (1976-2016). Task: Predict the reactants needed to synthesize the given product. (1) Given the product [CH2:1]([C@H:4]1[CH2:9][CH2:8][C@H:7]([C@H:10]2[CH2:15][CH2:14][C@H:13]([CH2:16][CH2:17][CH2:18][OH:19])[CH2:12][CH2:11]2)[CH2:6][CH2:5]1)[CH2:2][CH3:3], predict the reactants needed to synthesize it. The reactants are: [CH2:1]([C@H:4]1[CH2:9][CH2:8][C@H:7]([C@H:10]2[CH2:15][CH2:14][C@H:13]([CH2:16][CH2:17][CH:18]=[O:19])[CH2:12][CH2:11]2)[CH2:6][CH2:5]1)[CH2:2][CH3:3].[H-].[Al+3].[Li+].[H-].[H-].[H-].[OH-].[Na+]. (2) Given the product [Cl:2][C:3]1[CH:4]=[C:5]([NH:10][C:11]([N:13]2[CH2:14][CH2:15][N:16]([C:19]([CH:21]3[CH2:26][CH2:25][CH2:24][N:23]([CH2:33][CH3:34])[CH2:22]3)=[O:20])[CH2:17][CH2:18]2)=[O:12])[CH:6]=[CH:7][C:8]=1[Cl:9], predict the reactants needed to synthesize it. The reactants are: Cl.[Cl:2][C:3]1[CH:4]=[C:5]([NH:10][C:11]([N:13]2[CH2:18][CH2:17][N:16]([C:19]([CH:21]3[CH2:26][CH2:25][CH2:24][NH:23][CH2:22]3)=[O:20])[CH2:15][CH2:14]2)=[O:12])[CH:6]=[CH:7][C:8]=1[Cl:9].C(=O)([O-])[O-].[K+].[K+].[CH2:33](Br)[CH3:34]. (3) Given the product [CH3:28][S:29]([O:20][CH2:19][CH2:18][C:12]1[C:13]([CH3:17])=[N:14][N:15]([CH3:16])[C:11]=1[N:7]1[C:8]2[C:4](=[CH:3][C:2]([Cl:1])=[CH:10][CH:9]=2)[CH:5]=[CH:6]1)(=[O:31])=[O:30], predict the reactants needed to synthesize it. The reactants are: [Cl:1][C:2]1[CH:3]=[C:4]2[C:8](=[CH:9][CH:10]=1)[N:7]([C:11]1[N:15]([CH3:16])[N:14]=[C:13]([CH3:17])[C:12]=1[CH2:18][CH2:19][OH:20])[CH:6]=[CH:5]2.C(N(CC)CC)C.[CH3:28][S:29](Cl)(=[O:31])=[O:30].O. (4) Given the product [CH3:20][O:18][N:17]([CH3:16])[C:8](=[O:9])[CH2:7][C:3]1[CH:4]=[CH:5][CH:6]=[C:1]([CH3:11])[CH:2]=1, predict the reactants needed to synthesize it. The reactants are: [C:1]1([CH3:11])[CH:6]=[CH:5][CH:4]=[C:3]([CH2:7][C:8](O)=[O:9])[CH:2]=1.N#[N+][O-].Cl.[CH3:16][N:17](C)[OH:18].[CH2:20](Cl)CCl.C1C=NC2N(O)N=NC=2C=1.CCN(C(C)C)C(C)C. (5) Given the product [CH3:30][O:29][S:26]([O-:31])(=[O:28])=[O:27].[CH3:1][O:2][C:3]1[CH:4]=[C:5]([C@@H:9]([N+:11]([CH3:21])([CH3:20])[C@H:12]([C:14]2[CH:19]=[CH:18][CH:17]=[CH:16][CH:15]=2)[CH3:13])[CH3:10])[CH:6]=[CH:7][CH:8]=1, predict the reactants needed to synthesize it. The reactants are: [CH3:1][O:2][C:3]1[CH:4]=[C:5]([C@@H:9]([N:11]([CH3:20])[C@H:12]([C:14]2[CH:19]=[CH:18][CH:17]=[CH:16][CH:15]=2)[CH3:13])[CH3:10])[CH:6]=[CH:7][CH:8]=1.[CH3:21]N(C)C=O.[S:26]([O:31]C)([O:29][CH3:30])(=[O:28])=[O:27]. (6) Given the product [C:27]1([N:33]2[C:2]([C:9]3[CH:14]=[C:13]([F:15])[C:12]([F:16])=[CH:11][C:10]=3[F:17])=[C:3]([C:4]([O:6][CH2:7][CH3:8])=[O:5])[CH:23]=[N:21]2)[CH:32]=[CH:31][CH:30]=[CH:29][CH:28]=1, predict the reactants needed to synthesize it. The reactants are: O=[C:2]([C:9]1[CH:14]=[C:13]([F:15])[C:12]([F:16])=[CH:11][C:10]=1[F:17])[CH2:3][C:4]([O:6][CH2:7][CH3:8])=[O:5].COC(OC)[N:21]([CH3:23])C.Cl.[C:27]1([NH:33]N)[CH:32]=[CH:31][CH:30]=[CH:29][CH:28]=1. (7) Given the product [O:1]1[C:5]2[CH:6]=[CH:7][CH:8]=[CH:9][C:4]=2[N:3]=[C:2]1[NH:10][C:11]1[CH:12]=[CH:13][C:14]([N:17]2[C:18]3=[N:19][CH:20]=[CH:21][CH:22]=[C:23]3[NH:24][C:33]2=[O:35])=[CH:15][CH:16]=1, predict the reactants needed to synthesize it. The reactants are: [O:1]1[C:5]2[CH:6]=[CH:7][CH:8]=[CH:9][C:4]=2[N:3]=[C:2]1[NH:10][C:11]1[CH:16]=[CH:15][C:14]([NH:17][C:18]2[C:23]([NH2:24])=[CH:22][CH:21]=[CH:20][N:19]=2)=[CH:13][CH:12]=1.C(N(CC)CC)C.Cl[C:33](Cl)([O:35]C(=O)OC(Cl)(Cl)Cl)Cl. (8) Given the product [F:25][C:23]([F:24])([F:26])[CH2:22][N:7]1[C:6]([CH2:4][OH:3])=[CH:10][C:9]([C:11]2[CH:12]=[CH:13][C:14]([O:17][C:18]([F:19])([F:20])[F:21])=[CH:15][CH:16]=2)=[N:8]1, predict the reactants needed to synthesize it. The reactants are: C([O:3][C:4]([C:6]1[N:7]([CH2:22][C:23]([F:26])([F:25])[F:24])[N:8]=[C:9]([C:11]2[CH:16]=[CH:15][C:14]([O:17][C:18]([F:21])([F:20])[F:19])=[CH:13][CH:12]=2)[CH:10]=1)=O)C.[H-].[Al+3].[Li+].[H-].[H-].[H-]. (9) The reactants are: COC1C=C(OC)C=C(OC)C=1C[S:6][C:7]1[CH:12]=[CH:11][CH:10]=[CH:9][C:8]=1[C:13]1[CH:18]=[CH:17][CH:16]=[C:15]([OH:19])[CH:14]=1.C(O)(C(F)(F)F)=O.C([SiH](CC)CC)C.C(Cl)Cl. Given the product [SH:6][C:7]1[CH:12]=[CH:11][CH:10]=[CH:9][C:8]=1[C:13]1[CH:18]=[CH:17][CH:16]=[C:15]([OH:19])[CH:14]=1, predict the reactants needed to synthesize it.